This data is from Catalyst prediction with 721,799 reactions and 888 catalyst types from USPTO. The task is: Predict which catalyst facilitates the given reaction. (1) Reactant: [Cl:1][C:2]1[CH:7]=[CH:6][CH:5]=[CH:4][C:3]=1[CH:8]([O:10][C:11](=[O:34])[NH:12][C:13]1[C:14]([CH3:33])=[N:15][O:16][C:17]=1[C:18]1[CH:23]=[CH:22][C:21](B2OC(C)(C)C(C)(C)O2)=[CH:20][CH:19]=1)[CH3:9].[CH2:35]([O:37][C:38](=[O:49])[CH2:39][CH2:40][CH2:41][C:42]1[CH:47]=[CH:46][C:45](Br)=[CH:44][CH:43]=1)[CH3:36]. Product: [CH2:35]([O:37][C:38](=[O:49])[CH2:39][CH2:40][CH2:41][C:42]1[CH:47]=[CH:46][C:45]([C:21]2[CH:20]=[CH:19][C:18]([C:17]3[O:16][N:15]=[C:14]([CH3:33])[C:13]=3[NH:12][C:11]([O:10][CH:8]([C:3]3[CH:4]=[CH:5][CH:6]=[CH:7][C:2]=3[Cl:1])[CH3:9])=[O:34])=[CH:23][CH:22]=2)=[CH:44][CH:43]=1)[CH3:36]. The catalyst class is: 235. (2) Reactant: C([O:8][C:9]1[CH:27]=[CH:26][C:12]([CH2:13][N:14]2[C:22]3[C:17](=[CH:18][CH:19]=[CH:20][CH:21]=3)[CH:16]=[C:15]2[CH2:23][NH:24][CH3:25])=[CH:11][CH:10]=1)C1C=CC=CC=1. Product: [OH:8][C:9]1[CH:10]=[CH:11][C:12]([CH2:13][N:14]2[C:22]3[C:17](=[CH:18][CH:19]=[CH:20][CH:21]=3)[CH:16]=[C:15]2[CH2:23][NH:24][CH3:25])=[CH:26][CH:27]=1. The catalyst class is: 19. (3) Reactant: [C:1]1([CH:7]([OH:9])[CH3:8])[CH:6]=[CH:5][CH:4]=[CH:3][CH:2]=1.[C:10](Cl)(=[O:21])[O:11][C:12]1[CH:17]=[CH:16][C:15]([N+:18]([O-:20])=[O:19])=[CH:14][CH:13]=1.O. Product: [C:10](=[O:21])([O:9][CH:7]([C:1]1[CH:6]=[CH:5][CH:4]=[CH:3][CH:2]=1)[CH3:8])[O:11][C:12]1[CH:13]=[CH:14][C:15]([N+:18]([O-:20])=[O:19])=[CH:16][CH:17]=1. The catalyst class is: 2. (4) Product: [C:23]([O:27][C:28]([N:30]1[CH2:36][CH2:35][CH2:34][N:33]([C:9]2[N:8]([CH2:1][C:2]3[CH:7]=[CH:6][CH:5]=[CH:4][CH:3]=3)[C:16]3[C:15](=[O:17])[NH:14][C:13](=[O:18])[N:12]([CH3:19])[C:11]=3[C:10]=2[C:20]#[N:21])[CH2:32][CH2:31]1)=[O:29])([CH3:26])([CH3:24])[CH3:25]. The catalyst class is: 44. Reactant: [CH2:1]([N:8]1[C:16]2[C:15](=[O:17])[NH:14][C:13](=[O:18])[N:12]([CH3:19])[C:11]=2[C:10]([C:20]#[N:21])=[C:9]1Br)[C:2]1[CH:7]=[CH:6][CH:5]=[CH:4][CH:3]=1.[C:23]([O:27][C:28]([N:30]1[CH2:36][CH2:35][CH2:34][NH:33][CH2:32][CH2:31]1)=[O:29])([CH3:26])([CH3:25])[CH3:24]. (5) Reactant: [CH:1]1[CH:2]=[CH:3][C:4]([C@H:7]2[O:17][C:16]3[CH:15]=[C:14]([OH:18])[CH:13]=[C:12]([OH:19])[C:11]=3[C:9](=[O:10])[CH2:8]2)=[CH:5][CH:6]=1.Cl.O.CO. Product: [CH:1]1[CH:6]=[CH:5][C:4]([C@@H:7]2[O:17][C:16]3[CH:15]=[C:14]([OH:18])[CH:13]=[C:12]([OH:19])[C:11]=3[C:9](=[O:10])[CH2:8]2)=[CH:3][CH:2]=1. The catalyst class is: 394. (6) Reactant: CC([N:5]([C@H:9]([CH2:21][N:22]1[C:30](=[O:31])[C:29]2[C:24](=[CH:25][CH:26]=[CH:27][CH:28]=2)[C:23]1=[O:32])[CH2:10][C:11]1[CH:16]=[CH:15][C:14]([C:17](=O)[CH2:18]Br)=[CH:13][CH:12]=1)[C:6](=[O:8])[O-:7])(C)C.[NH2:33][C:34]1[C:39]([CH:40]([OH:42])[CH3:41])=[CH:38][CH:37]=[CH:36][N:35]=1.C(=O)(O)[O-].[Na+]. Product: [O:31]=[C:30]1[C:29]2[C:24](=[CH:25][CH:26]=[CH:27][CH:28]=2)[C:23](=[O:32])[N:22]1[CH2:21][C@@H:9]([NH:5][C:6](=[O:8])[O:7][C:11]([CH3:16])([CH3:12])[CH3:10])[CH2:10][C:11]1[CH:12]=[CH:13][C:14]([C:17]2[N:33]=[C:34]3[C:39]([CH:40]([OH:42])[CH3:41])=[CH:38][CH:37]=[CH:36][N:35]3[CH:18]=2)=[CH:15][CH:16]=1. The catalyst class is: 32. (7) Reactant: [CH2:1]([O:3][C:4](=[O:9])[CH:5]([NH2:8])[C:6]#[N:7])[CH3:2].N1C=CC=CC=1.[CH3:16][O:17][CH2:18][C:19](Cl)=[O:20]. Product: [CH2:1]([O:3][C:4](=[O:9])[CH:5]([C:6]#[N:7])[NH:8][C:19](=[O:20])[CH2:18][O:17][CH3:16])[CH3:2]. The catalyst class is: 4.